From a dataset of Forward reaction prediction with 1.9M reactions from USPTO patents (1976-2016). Predict the product of the given reaction. Given the reactants [OH:1][CH2:2][C:3]1[N:15]2[C:6]([C:7]3[CH:8]=[C:9]([C:24]4[CH:29]=[CH:28][CH:27]=[CH:26][CH:25]=4)[C:10]([C:16]4[CH:23]=[CH:22][C:19]([CH:20]=O)=[CH:18][CH:17]=4)=[N:11][C:12]=3[CH:13]=[CH:14]2)=[N:5][N:4]=1.[NH4+:30].[OH-].II, predict the reaction product. The product is: [OH:1][CH2:2][C:3]1[N:15]2[C:6]([C:7]3[CH:8]=[C:9]([C:24]4[CH:29]=[CH:28][CH:27]=[CH:26][CH:25]=4)[C:10]([C:16]4[CH:17]=[CH:18][C:19]([C:20]#[N:30])=[CH:22][CH:23]=4)=[N:11][C:12]=3[CH:13]=[CH:14]2)=[N:5][N:4]=1.